This data is from Reaction yield outcomes from USPTO patents with 853,638 reactions. The task is: Predict the reaction yield, written as a fraction of the theoretical maximum amount of product (1.0 means a 100% yield; for example, 0.34 means a 34% yield). (1) The reactants are Br[C:2]1[CH:9]=[CH:8][C:5]([CH:6]=[O:7])=[CH:4][CH:3]=1.[CH2:10](B(O)O)[CH2:11][CH2:12][CH2:13][CH3:14]. No catalyst specified. The product is [CH2:10]([C:2]1[CH:9]=[CH:8][C:5]([CH:6]=[O:7])=[CH:4][CH:3]=1)[CH2:11][CH2:12][CH2:13][CH3:14]. The yield is 0.680. (2) The yield is 0.650. The reactants are C(N(CC)CC)C.[NH2:8][C:9]1[C:10]([C:19]([OH:21])=[O:20])=[CH:11][C:12]2[C:17]([CH:18]=1)=[CH:16][CH:15]=[CH:14][CH:13]=2.[N:22]([C:25]1[C:30]([CH3:31])=[CH:29][C:28]([CH3:32])=[CH:27][C:26]=1[CH3:33])=[C:23]=[O:24].Cl. The catalyst is CN(C=O)C.C(OCC)(=O)C. The product is [CH3:31][C:30]1[CH:29]=[C:28]([CH3:32])[CH:27]=[C:26]([CH3:33])[C:25]=1[NH:22][C:23]([NH:8][C:9]1[C:10]([C:19]([OH:21])=[O:20])=[CH:11][C:12]2[C:17]([CH:18]=1)=[CH:16][CH:15]=[CH:14][CH:13]=2)=[O:24]. (3) The reactants are [N+:1]([CH:4]=[CH:5][C:6]1[CH:15]=[CH:14][C:9]([C:10]([O:12][CH3:13])=[O:11])=[CH:8][CH:7]=1)([O-])=[O:2].C=O.CO.[H][H]. The catalyst is [Pd].O1CCCC1. The product is [OH:2][N:1]=[CH:4][CH2:5][C:6]1[CH:15]=[CH:14][C:9]([C:10]([O:12][CH3:13])=[O:11])=[CH:8][CH:7]=1. The yield is 0.210. (4) The catalyst is CN1CCCC1=O.O. The reactants are CN(C)/[CH:3]=[CH:4]/[C:5]([C:7]1[C:8]([C:20]2[CH:25]=[CH:24][C:23]([F:26])=[CH:22][CH:21]=2)=[N:9][N:10]2[CH:15]=[C:14]([C:16]([F:19])([F:18])[F:17])[CH:13]=[CH:12][C:11]=12)=O.Cl.[CH:29]1([NH:34][C:35]([NH2:37])=[NH:36])[CH2:33][CH2:32][CH2:31][CH2:30]1.C(=O)([O-])[O-].[K+].[K+].CCOCC. The yield is 0.560. The product is [CH:29]1([NH:34][C:35]2[N:37]=[C:5]([C:7]3[C:8]([C:20]4[CH:21]=[CH:22][C:23]([F:26])=[CH:24][CH:25]=4)=[N:9][N:10]4[CH:15]=[C:14]([C:16]([F:18])([F:17])[F:19])[CH:13]=[CH:12][C:11]=34)[CH:4]=[CH:3][N:36]=2)[CH2:33][CH2:32][CH2:31][CH2:30]1.